Dataset: Catalyst prediction with 721,799 reactions and 888 catalyst types from USPTO. Task: Predict which catalyst facilitates the given reaction. (1) Reactant: [NH2:1][CH2:2][CH2:3][C:4]1[CH:35]=[CH:34][C:7]([O:8][CH2:9][CH2:10][C:11]2[CH:16]=[CH:15][C:14]([OH:17])=[C:13]([C@@H:18]([C:28]3[CH:33]=[CH:32][CH:31]=[CH:30][CH:29]=3)[CH2:19][CH2:20][N:21]([CH:25]([CH3:27])[CH3:26])[CH:22]([CH3:24])[CH3:23])[CH:12]=2)=[CH:6][CH:5]=1.C(O)(=O)C.[C:40]1(=O)[CH2:45][CH2:44][CH2:43][CH2:42][CH2:41]1. Product: [NH3:1].[CH:40]1([NH:1][CH2:2][CH2:3][C:4]2[CH:5]=[CH:6][C:7]([O:8][CH2:9][CH2:10][C:11]3[CH:16]=[CH:15][C:14]([OH:17])=[C:13]([C@@H:18]([C:28]4[CH:29]=[CH:30][CH:31]=[CH:32][CH:33]=4)[CH2:19][CH2:20][N:21]([CH:25]([CH3:26])[CH3:27])[CH:22]([CH3:24])[CH3:23])[CH:12]=3)=[CH:34][CH:35]=2)[CH2:45][CH2:44][CH2:43][CH2:42][CH2:41]1. The catalyst class is: 5. (2) Reactant: [OH:1][C:2]1[CH:3]=[C:4]([C:8]2[CH:12]=[CH:11][S:10][C:9]=2[C:13]#[N:14])[CH:5]=[CH:6][CH:7]=1.N1C=CC=CC=1.[F:21][C:22]([F:35])([F:34])[S:23](O[S:23]([C:22]([F:35])([F:34])[F:21])(=[O:25])=[O:24])(=[O:25])=[O:24].O. Product: [C:13]([C:9]1[S:10][CH:11]=[CH:12][C:8]=1[C:4]1[CH:3]=[C:2]([O:1][S:23]([C:22]([F:35])([F:34])[F:21])(=[O:25])=[O:24])[CH:7]=[CH:6][CH:5]=1)#[N:14]. The catalyst class is: 4.